Task: Predict the product of the given reaction.. Dataset: Forward reaction prediction with 1.9M reactions from USPTO patents (1976-2016) Given the reactants [C:1]([N:4]1[C:13]2[C:8](=[CH:9][C:10]([C:14]3[CH:15]=[N:16][N:17]([CH2:19][CH2:20][N:21](C)[C:22](=O)OC(C)(C)C)[CH:18]=3)=[CH:11][CH:12]=2)[C@H:7]([NH:30][C:31]2[CH:36]=[N:35][CH:34]=[CH:33][N:32]=2)[CH2:6][C@@H:5]1[CH3:37])(=[O:3])[CH3:2].FC(F)(F)C(O)=O.[ClH:45].CCOCC, predict the reaction product. The product is: [ClH:45].[C:1]([N:4]1[C:13]2[C:8](=[CH:9][C:10]([C:14]3[CH:15]=[N:16][N:17]([CH2:19][CH2:20][NH:21][CH3:22])[CH:18]=3)=[CH:11][CH:12]=2)[C@H:7]([NH:30][C:31]2[CH:36]=[N:35][CH:34]=[CH:33][N:32]=2)[CH2:6][C@@H:5]1[CH3:37])(=[O:3])[CH3:2].